From a dataset of Full USPTO retrosynthesis dataset with 1.9M reactions from patents (1976-2016). Predict the reactants needed to synthesize the given product. (1) Given the product [NH4+:2].[OH-:12].[NH4+:41].[OH-:31].[CH3:46][OH:48].[NH2:2][C@@H:3]1[CH2:7][CH2:6][C@@:5]([C:11]([N:13]2[CH2:18][CH2:17][C:16]([C:20]3[CH:25]=[CH:24][CH:23]=[CH:22][C:21]=3[C:26]([F:29])([F:27])[F:28])([OH:19])[CH2:15][CH2:14]2)=[O:12])([CH:8]([CH3:10])[CH3:9])[CH2:4]1, predict the reactants needed to synthesize it. The reactants are: Cl.[NH2:2][C@@H:3]1[CH2:7][CH2:6][C@@:5]([C:11]([N:13]2[CH2:18][CH2:17][C:16]([C:20]3[CH:25]=[CH:24][CH:23]=[CH:22][C:21]=3[C:26]([F:29])([F:28])[F:27])([OH:19])[CH2:15][CH2:14]2)=[O:12])([CH:8]([CH3:10])[CH3:9])[CH2:4]1.C[O:31]C1C(=O)CCOC1.C([N:41](CC)CC)C.[C:46](O[BH-](OC(=O)C)OC(=O)C)(=[O:48])C.[Na+].C([O-])(O)=O.[Na+]. (2) Given the product [CH:11]1([N:8]2[C:9]3[C:5](=[CH:4][CH:3]=[C:2]([NH:1][C:17](=[O:24])[C:18]4[CH:23]=[CH:22][N:21]=[CH:20][CH:19]=4)[CH:10]=3)[C:6]3([CH2:16][CH2:15]3)[C:7]2=[O:14])[CH2:12][CH2:13]1, predict the reactants needed to synthesize it. The reactants are: [NH2:1][C:2]1[CH:10]=[C:9]2[C:5]([C:6]3([CH2:16][CH2:15]3)[C:7](=[O:14])[N:8]2[CH:11]2[CH2:13][CH2:12]2)=[CH:4][CH:3]=1.[C:17](O)(=[O:24])[C:18]1[CH:23]=[CH:22][N:21]=[CH:20][CH:19]=1. (3) The reactants are: C(OC([N:8]1[CH2:27][CH2:26][N:11]2[C:12](=[O:25])[C:13]3[C:18]([C@@H:10]2[CH2:9]1)=[CH:17][C:16]([CH2:19][OH:20])=[CH:15][C:14]=3[C:21]([F:24])([F:23])[F:22])=O)(C)(C)C.[ClH:28]. Given the product [ClH:28].[OH:20][CH2:19][C:16]1[CH:17]=[C:18]2[C:13]([C:12](=[O:25])[N:11]3[CH2:26][CH2:27][NH:8][CH2:9][C@H:10]32)=[C:14]([C:21]([F:23])([F:24])[F:22])[CH:15]=1, predict the reactants needed to synthesize it. (4) Given the product [CH3:61][C:57]1[N:56]=[C:55]([C:2]2[CH:27]=[CH:26][C:5]([O:6][CH2:7][CH2:8][CH2:9][O:10][C:11]3[CH:12]=[C:13]4[C:17](=[CH:18][CH:19]=3)[C@H:16]([CH2:20][C:21]([O:23][CH2:24][CH3:25])=[O:22])[CH2:15][CH2:14]4)=[CH:4][CH:3]=2)[CH:60]=[CH:59][CH:58]=1, predict the reactants needed to synthesize it. The reactants are: I[C:2]1[CH:27]=[CH:26][C:5]([O:6][CH2:7][CH2:8][CH2:9][O:10][C:11]2[CH:12]=[C:13]3[C:17](=[CH:18][CH:19]=2)[C@H:16]([CH2:20][C:21]([O:23][CH2:24][CH3:25])=[O:22])[CH2:15][CH2:14]3)=[CH:4][CH:3]=1.B1(B2OC(C)(C)C(C)(C)O2)OC(C)(C)C(C)(C)O1.C(Cl)Cl.CC([O-])=O.[K+].Br[C:55]1[CH:60]=[CH:59][CH:58]=[C:57]([CH3:61])[N:56]=1.C([O-])([O-])=O.[Na+].[Na+].